This data is from Reaction yield outcomes from USPTO patents with 853,638 reactions. The task is: Predict the reaction yield, written as a fraction of the theoretical maximum amount of product (1.0 means a 100% yield; for example, 0.34 means a 34% yield). (1) The reactants are [NH:1]1[CH2:9][CH2:8][CH:4]([C:5]([OH:7])=[O:6])[CH2:3][CH2:2]1.C(=O)([O-])[O-].[Na+].[Na+].[C:16](O[C:16]([O:18][C:19]([CH3:22])([CH3:21])[CH3:20])=[O:17])([O:18][C:19]([CH3:22])([CH3:21])[CH3:20])=[O:17]. The catalyst is O.O1CCOCC1. The product is [C:16]([N:1]1[CH2:9][CH2:8][CH:4]([C:5]([OH:7])=[O:6])[CH2:3][CH2:2]1)([O:18][C:19]([CH3:22])([CH3:21])[CH3:20])=[O:17]. The yield is 0.540. (2) The reactants are [NH:1]1[CH:5]=[C:4]([CH2:6][N:7]([C@@H:25]([CH:27]2[CH2:30][CH2:29][CH2:28]2)[CH3:26])[C:8](=[O:24])[O:9][CH2:10][CH:11]2[C:23]3[CH:22]=[CH:21][CH:20]=[CH:19][C:18]=3[C:17]3[C:12]2=[CH:13][CH:14]=[CH:15][CH:16]=3)[N:3]=[N:2]1.[C:31]([O-])([O-])=O.[K+].[K+].CI. The catalyst is CC#N. The product is [CH:27]1([C@H:25]([N:7]([CH2:6][C:4]2[N:3]=[N:2][N:1]([CH3:31])[CH:5]=2)[C:8](=[O:24])[O:9][CH2:10][CH:11]2[C:12]3[CH:13]=[CH:14][CH:15]=[CH:16][C:17]=3[C:18]3[C:23]2=[CH:22][CH:21]=[CH:20][CH:19]=3)[CH3:26])[CH2:28][CH2:29][CH2:30]1. The yield is 0.480.